From a dataset of Reaction yield outcomes from USPTO patents with 853,638 reactions. Predict the reaction yield, written as a fraction of the theoretical maximum amount of product (1.0 means a 100% yield; for example, 0.34 means a 34% yield). (1) The reactants are [C:1]1(B(O)O)[CH2:6][CH2:5][CH2:4][CH2:3][CH:2]=1.Br[C:11]1[CH:16]=[C:15]([C:17]2[CH2:18][CH2:19][N:20]([O:23][CH3:24])[CH2:21][CH:22]=2)[CH:14]=[CH:13][C:12]=1[NH2:25]. The yield is 0.740. No catalyst specified. The product is [C:1]1([C:13]2[CH:14]=[C:15]([CH:17]3[CH2:22][CH2:21][N:20]([O:23][CH3:24])[CH2:19][CH2:18]3)[CH:16]=[CH:11][C:12]=2[NH2:25])[CH2:6][CH2:5][CH2:4][CH2:3][CH:2]=1. (2) The reactants are [C:1]([C:3]1[CH:31]=[CH:30][C:6]([C:7]([NH:9][NH:10][C:11](=[O:29])[C@H:12]([NH:16][C:17]2[CH:22]=[CH:21][C:20]([C:23]#[N:24])=[C:19]([C:25]([F:28])([F:27])[F:26])[CH:18]=2)[C@H:13]([OH:15])[CH3:14])=[O:8])=[CH:5][CH:4]=1)#[N:2].N1C=CN=C1.[CH3:37][C:38]([Si:41](Cl)([CH3:43])[CH3:42])([CH3:40])[CH3:39]. The catalyst is CN(C=O)C. The product is [Si:41]([O:15][C@H:13]([CH3:14])[C@@H:12]([NH:16][C:17]1[CH:22]=[CH:21][C:20]([C:23]#[N:24])=[C:19]([C:25]([F:28])([F:27])[F:26])[CH:18]=1)[C:11]([NH:10][NH:9][C:7](=[O:8])[C:6]1[CH:5]=[CH:4][C:3]([C:1]#[N:2])=[CH:31][CH:30]=1)=[O:29])([C:38]([CH3:40])([CH3:39])[CH3:37])([CH3:43])[CH3:42]. The yield is 0.790. (3) The reactants are Cl[C:2]1[CH:7]=[CH:6][C:5]([NH:8][C:9]([NH:11][C:12]2[CH:17]=[CH:16][CH:15]=[C:14]([C:18]3[CH:23]=[CH:22][CH:21]=[C:20]([N:24]4[CH2:28][CH2:27][CH2:26][CH2:25]4)[N:19]=3)[CH:13]=2)=[O:10])=[CH:4][CH:3]=1.[CH3:29][O:30]C1C=CC=CC=1N.CCN(C(C)C)C(C)C. The catalyst is CN(C=O)C. The product is [CH3:29][O:30][C:6]1[CH:7]=[CH:2][CH:3]=[CH:4][C:5]=1[NH:8][C:9]([NH:11][C:12]1[CH:17]=[CH:16][CH:15]=[C:14]([C:18]2[CH:23]=[CH:22][CH:21]=[C:20]([N:24]3[CH2:28][CH2:27][CH2:26][CH2:25]3)[N:19]=2)[CH:13]=1)=[O:10]. The yield is 0.680. (4) The reactants are [Cl:1][C:2]1[CH:7]=[CH:6][CH:5]=[C:4]([Cl:8])[C:3]=1[S:9](Cl)(=[O:11])=[O:10].[NH3:13]. The catalyst is N1C=CC=CC=1. The product is [Cl:1][C:2]1[CH:7]=[CH:6][CH:5]=[C:4]([Cl:8])[C:3]=1[S:9]([NH2:13])(=[O:11])=[O:10]. The yield is 0.900. (5) The reactants are [NH2:1][C:2]1[S:3][C:4]2[CH:33]=[CH:32][CH:31]=[CH:30][C:5]=2[C:6]=1[C:7]([N:9]1[CH2:14][CH2:13][CH:12]([N:15]2[CH2:29][CH2:28][CH2:27][C:17]3([C:21](=[O:22])[N:20]([CH:23]([CH3:25])[CH3:24])[C:19](=[O:26])[CH2:18]3)[CH2:16]2)[CH2:11][CH2:10]1)=[O:8].[CH2:34]([N:36]=[C:37]=[O:38])[CH3:35].C(OC(C)C)(C)C. No catalyst specified. The product is [CH2:34]([NH:36][C:37]([NH:1][C:2]1[S:3][C:4]2[CH:33]=[CH:32][CH:31]=[CH:30][C:5]=2[C:6]=1[C:7]([N:9]1[CH2:14][CH2:13][CH:12]([N:15]2[CH2:29][CH2:28][CH2:27][C:17]3([C:21](=[O:22])[N:20]([CH:23]([CH3:25])[CH3:24])[C:19](=[O:26])[CH2:18]3)[CH2:16]2)[CH2:11][CH2:10]1)=[O:8])=[O:38])[CH3:35]. The yield is 0.640.